This data is from Full USPTO retrosynthesis dataset with 1.9M reactions from patents (1976-2016). The task is: Predict the reactants needed to synthesize the given product. Given the product [CH3:25][O:26][C:27]1[CH:28]=[CH:29][C:30]([S:33]([N:22]2[CH2:23][CH2:24][CH:19]([C:10]3[C:9]4[C:13](=[C:14]([C:16]([NH2:18])=[O:17])[CH:15]=[C:7]([C:1]5[CH:2]=[CH:3][CH:4]=[CH:5][CH:6]=5)[CH:8]=4)[NH:12][CH:11]=3)[CH2:20][CH2:21]2)(=[O:35])=[O:34])=[CH:31][CH:32]=1, predict the reactants needed to synthesize it. The reactants are: [C:1]1([C:7]2[CH:8]=[C:9]3[C:13](=[C:14]([C:16]([NH2:18])=[O:17])[CH:15]=2)[NH:12][CH:11]=[C:10]3[CH:19]2[CH2:24][CH2:23][NH:22][CH2:21][CH2:20]2)[CH:6]=[CH:5][CH:4]=[CH:3][CH:2]=1.[CH3:25][O:26][C:27]1[CH:32]=[CH:31][C:30]([S:33](Cl)(=[O:35])=[O:34])=[CH:29][CH:28]=1.C(N(CC)CC)C.